Dataset: Reaction yield outcomes from USPTO patents with 853,638 reactions. Task: Predict the reaction yield, written as a fraction of the theoretical maximum amount of product (1.0 means a 100% yield; for example, 0.34 means a 34% yield). (1) The reactants are [Cl:1][C:2]1[C:3]2[S:10][CH:9]=[CH:8][C:4]=2[N:5]=[CH:6][N:7]=1.[CH:11]([Li])(CC)C.CI. The catalyst is C1COCC1. The product is [Cl:1][C:2]1[C:3]2[S:10][C:9]([CH3:11])=[CH:8][C:4]=2[N:5]=[CH:6][N:7]=1. The yield is 0.330. (2) The reactants are C1(C)C=CC(S([O-])(=O)=O)=CC=1.[C:12]([C@H:15]([NH2+:19][CH3:20])[C@@H:16](O)[CH3:17])([OH:14])=[O:13].[C:21]([O-:24])(O)=[O:22].[Na+].[C:26]1([CH2:32][CH2:33][CH2:34][CH2:35][CH2:36]C2C(=O)N(C([O-])=O)C=CC=2)[CH:31]=[CH:30][CH:29]=[CH:28][CH:27]=1.[OH2:47]. The catalyst is C1COCC1. The product is [OH:47][C@@H:16]([CH3:17])[C@@H:15]([N:19]([CH3:20])[C:21]([O:24][CH2:36][CH2:35][CH2:34][CH2:33][CH2:32][C:26]1[CH:31]=[CH:30][CH:29]=[CH:28][CH:27]=1)=[O:22])[C:12]([OH:14])=[O:13]. The yield is 0.450.